This data is from Full USPTO retrosynthesis dataset with 1.9M reactions from patents (1976-2016). The task is: Predict the reactants needed to synthesize the given product. (1) Given the product [OH:36][C@@H:34]([CH3:35])[C:32]([N:1]1[CH2:2][CH2:3][CH:4]([NH:7][C:8]([C:10]2[C:14]3[N:15]=[CH:16][N:17]=[C:18]([C:19]4[CH:24]=[C:23]([CH3:25])[CH:22]=[CH:21][C:20]=4[O:26][CH2:27][CH:28]4[CH2:29][CH2:30]4)[C:13]=3[NH:12][CH:11]=2)=[O:9])[CH2:5][CH2:6]1)=[O:33], predict the reactants needed to synthesize it. The reactants are: [NH:1]1[CH2:6][CH2:5][CH:4]([NH:7][C:8]([C:10]2[C:14]3[N:15]=[CH:16][N:17]=[C:18]([C:19]4[CH:24]=[C:23]([CH3:25])[CH:22]=[CH:21][C:20]=4[O:26][CH2:27][CH:28]4[CH2:30][CH2:29]4)[C:13]=3[NH:12][CH:11]=2)=[O:9])[CH2:3][CH2:2]1.Cl[C:32]([C@@H:34]([O:36]C(=O)C)[CH3:35])=[O:33]. (2) Given the product [CH3:20][O:21][C:22]1[CH:29]=[CH:28][CH:27]=[CH:26][C:23]=1[CH2:24][N:4]1[CH2:3][CH2:2][N:1]([C:7]2[CH:8]=[CH:9][C:10]3[N:11]([C:13]([C:16]([F:17])([F:18])[F:19])=[N:14][N:15]=3)[N:12]=2)[CH2:6][CH2:5]1, predict the reactants needed to synthesize it. The reactants are: [N:1]1([C:7]2[CH:8]=[CH:9][C:10]3[N:11]([C:13]([C:16]([F:19])([F:18])[F:17])=[N:14][N:15]=3)[N:12]=2)[CH2:6][CH2:5][NH:4][CH2:3][CH2:2]1.[CH3:20][O:21][C:22]1[CH:29]=[CH:28][CH:27]=[CH:26][C:23]=1[CH:24]=O. (3) Given the product [CH3:11][N:7]1[CH2:8][CH2:9][CH2:10][N:5]2[C:4](=[O:13])[N:3]=[C:2]([S:21][CH2:20][C:15]3[CH:16]=[CH:17][CH:18]=[CH:19][C:14]=3[CH3:22])[CH:12]=[C:6]12, predict the reactants needed to synthesize it. The reactants are: Cl[C:2]1[CH:12]=[C:6]2[N:7]([CH3:11])[CH2:8][CH2:9][CH2:10][N:5]2[C:4](=[O:13])[N:3]=1.[C:14]1([CH3:22])[CH:19]=[CH:18][CH:17]=[CH:16][C:15]=1[CH2:20][SH:21].CC(C)([O-])C.[K+]. (4) Given the product [Br:1][C:2]1[CH:3]=[CH:4][C:5]2[S:9][C:8]([CH2:10][CH2:11][N:28]3[CH2:29][CH2:30][CH2:31][CH:27]3[CH3:26])=[N:7][C:6]=2[CH:13]=1, predict the reactants needed to synthesize it. The reactants are: [Br:1][C:2]1[CH:3]=[CH:4][C:5]2[S:9][C:8]([CH2:10][CH2:11]O)=[N:7][C:6]=2[CH:13]=1.S(Cl)(C)(=O)=O.C(=O)([O-])[O-].[K+].[K+].Cl.[CH3:26][C@@H:27]1[CH2:31][CH2:30][CH2:29][NH:28]1. (5) Given the product [CH3:1][N:2]([CH3:15])[CH:3]1[CH2:11][C:10]2[C:5](=[CH:6][CH:7]=[C:8]([N+:12]([O-:14])=[O:13])[CH:9]=2)[CH2:4]1, predict the reactants needed to synthesize it. The reactants are: [CH3:1][N:2]([CH3:15])[C:3]1[CH2:4][C:5]2[C:10]([CH:11]=1)=[CH:9][C:8]([N+:12]([O-:14])=[O:13])=[CH:7][CH:6]=2.